From a dataset of Full USPTO retrosynthesis dataset with 1.9M reactions from patents (1976-2016). Predict the reactants needed to synthesize the given product. (1) The reactants are: [NH2:1][C:2]1[N:10]=[CH:9][CH:8]=[CH:7][C:3]=1[C:4]([OH:6])=O.ON1C2C=CC=CC=2N=N1.CCN=C=NCCCN(C)C.[CH2:32]([O:34][C:35]1[CH:49]=[CH:48][C:38]([O:39][C:40]2[CH:47]=[CH:46][C:43]([CH2:44][NH2:45])=[CH:42][CH:41]=2)=[CH:37][CH:36]=1)[CH3:33].C(=O)(O)[O-].[Na+]. Given the product [CH2:32]([O:34][C:35]1[CH:49]=[CH:48][C:38]([O:39][C:40]2[CH:47]=[CH:46][C:43]([CH2:44][NH:45][C:4](=[O:6])[C:3]3[CH:7]=[CH:8][CH:9]=[N:10][C:2]=3[NH2:1])=[CH:42][CH:41]=2)=[CH:37][CH:36]=1)[CH3:33], predict the reactants needed to synthesize it. (2) Given the product [C:1]([C:5]1[CH:10]=[CH:9][C:8]([O:11][CH:16]2[CH2:20][CH2:19][O:18][CH2:17]2)=[C:7]([N+:12]([O-:14])=[O:13])[CH:6]=1)([CH3:4])([CH3:2])[CH3:3], predict the reactants needed to synthesize it. The reactants are: [C:1]([C:5]1[CH:10]=[CH:9][C:8]([OH:11])=[C:7]([N+:12]([O-:14])=[O:13])[CH:6]=1)([CH3:4])([CH3:3])[CH3:2].O[CH:16]1[CH2:20][CH2:19][O:18][CH2:17]1.C1(P(C2C=CC=CC=2)C2C=CC=CC=2)C=CC=CC=1.N(C(OCC)=O)=NC(OCC)=O. (3) Given the product [I-:35].[C:37]([CH2:36][N:16]1[C:15]([S:18][CH3:19])=[C:13]2[S:14][C:10]([C:8]3[CH2:9][C@@H:5]4[C@@H:4]([C@H:2]([OH:1])[CH3:3])[C:33](=[O:34])[N:6]4[C:7]=3[C:20]([O:22][CH2:23][C:24]3[CH:25]=[CH:26][C:27]([N+:30]([O-:32])=[O:31])=[CH:28][CH:29]=3)=[O:21])=[CH:11][N+:12]2=[CH:17]1)(=[O:38])[NH2:39], predict the reactants needed to synthesize it. The reactants are: [OH:1][C@@H:2]([C@H:4]1[C:33](=[O:34])[N:6]2[C:7]([C:20]([O:22][CH2:23][C:24]3[CH:29]=[CH:28][C:27]([N+:30]([O-:32])=[O:31])=[CH:26][CH:25]=3)=[O:21])=[C:8]([C:10]3[S:14][C:13]4=[C:15]([S:18][CH3:19])[N:16]=[CH:17][N:12]4[CH:11]=3)[CH2:9][C@H:5]12)[CH3:3].[I:35][CH2:36][C:37]([NH2:39])=[O:38]. (4) Given the product [CH3:8][C:6]1[CH:5]=[CH:4][C:3]([OH:9])=[C:2]([N:1]=[CH:23][C:21]2[O:22][C:18]([C:13]3[CH:14]=[CH:15][CH:16]=[CH:17][C:12]=3[C:11]([F:25])([F:10])[F:26])=[CH:19][CH:20]=2)[CH:7]=1, predict the reactants needed to synthesize it. The reactants are: [NH2:1][C:2]1[CH:7]=[C:6]([CH3:8])[CH:5]=[CH:4][C:3]=1[OH:9].[F:10][C:11]([F:26])([F:25])[C:12]1[CH:17]=[CH:16][CH:15]=[CH:14][C:13]=1[C:18]1[O:22][C:21]([CH:23]=O)=[CH:20][CH:19]=1. (5) Given the product [C:1]1([C:7]2[C:15]3[C:14]([NH:16][CH2:43][C@@H:39]4[CH2:40][CH2:41][CH2:42][O:38]4)=[N:13][CH:12]=[N:11][C:10]=3[NH:9][C:8]=2[Si:17]([CH2:20][CH3:21])([CH2:22][CH3:23])[CH2:18][CH3:19])[CH:2]=[CH:3][CH:4]=[CH:5][CH:6]=1, predict the reactants needed to synthesize it. The reactants are: [C:1]1([C:7]2[C:15]3[C:14]([NH2:16])=[N:13][CH:12]=[N:11][C:10]=3[NH:9][C:8]=2[Si:17]([CH2:22][CH3:23])([CH2:20][CH3:21])[CH2:18][CH3:19])[CH:6]=[CH:5][CH:4]=[CH:3][CH:2]=1.C(Cl)CCl.C1C=CC2N(O)N=NC=2C=1.[O:38]1[CH2:42][CH2:41][CH2:40][C@H:39]1[C:43](O)=O.[H-].[Al+3].[Li+].[H-].[H-].[H-]. (6) Given the product [Cl:49][C:44]1[CH:45]=[CH:46][CH:47]=[CH:48][C:43]=1[S:40]([CH2:39][C:36]1[C:31]([C:32]([O:34][CH3:35])=[O:33])=[C:30]([O:52][CH3:53])[C:29]([C:23]2[CH:27]=[CH:26][O:25][CH:24]=2)=[CH:38][CH:37]=1)(=[O:41])=[O:42], predict the reactants needed to synthesize it. The reactants are: C1(S(CC2C(C(OCC)=O)=C(O)C([C:23]3[CH:27]=[CH:26][O:25][CH:24]=3)=CC=2)(=O)=O)C=CC=CC=1.Br[C:29]1(OC)[CH:38]=[CH:37][C:36]([CH2:39][S:40]([C:43]2[CH:48]=[CH:47][CH:46]=[CH:45][C:44]=2[Cl:49])(=[O:42])=[O:41])=[C:31]([C:32]([O:34][CH3:35])=[O:33])[CH2:30]1.[O:52]1C=CC(B(O)O)=[CH:53]1. (7) The reactants are: [Br:1][C:2]1[CH:7]=[CH:6][C:5]([CH:8]2[N:12]([C:13]3[CH:18]=[CH:17][C:16]([C:19]([CH3:22])([CH3:21])[CH3:20])=[CH:15][CH:14]=3)[CH:11]([C:23]3[CH:40]=[CH:39][C:26]([NH:27][CH2:28][C:29]4[CH:34]=[CH:33][C:32]([O:35][CH3:36])=[CH:31][C:30]=4[O:37][CH3:38])=[C:25]([N+:41]([O-])=O)[CH:24]=3)[CH2:10][CH2:9]2)=[CH:4][CH:3]=1.CCO.CCOC(C)=O. Given the product [Br:1][C:2]1[CH:7]=[CH:6][C:5]([CH:8]2[N:12]([C:13]3[CH:14]=[CH:15][C:16]([C:19]([CH3:22])([CH3:21])[CH3:20])=[CH:17][CH:18]=3)[CH:11]([C:23]3[CH:24]=[C:25]([NH2:41])[C:26]([NH:27][CH2:28][C:29]4[CH:34]=[CH:33][C:32]([O:35][CH3:36])=[CH:31][C:30]=4[O:37][CH3:38])=[CH:39][CH:40]=3)[CH2:10][CH2:9]2)=[CH:4][CH:3]=1, predict the reactants needed to synthesize it. (8) Given the product [Cl:1][C:2]1[CH:3]=[C:4]2[C:10]([C:11]3[N:16]=[C:15]4[N:17]([CH2:20][C:21]([NH:23][CH2:24][C:25]([F:28])([F:26])[F:27])=[O:22])[CH:18]=[CH:19][C:14]4=[N:13][CH:12]=3)=[CH:9][NH:8][C:5]2=[N:6][CH:7]=1, predict the reactants needed to synthesize it. The reactants are: [Cl:1][C:2]1[CH:3]=[C:4]2[C:10]([C:11]3[N:16]=[C:15]4[N:17]([CH2:20][C:21]([NH:23][CH2:24][C:25]([F:28])([F:27])[F:26])=[O:22])[CH:18]=[CH:19][C:14]4=[N:13][CH:12]=3)=[CH:9][N:8](S(C3C=CC(C)=CC=3)(=O)=O)[C:5]2=[N:6][CH:7]=1.[OH-].[Na+].Cl.